From a dataset of Full USPTO retrosynthesis dataset with 1.9M reactions from patents (1976-2016). Predict the reactants needed to synthesize the given product. (1) Given the product [CH3:6][O:5][C:3](=[O:4])[CH2:2][O:32][C:28]1[CH:29]=[CH:30][C:31]2[C:18]3([C:13]4[C:12](=[CH:17][CH:16]=[CH:15][CH:14]=4)[C:11](=[O:34])[O:10]3)[C:19]3[C:24]([O:25][C:26]=2[CH:27]=1)=[CH:23][C:22]([OH:33])=[CH:21][CH:20]=3, predict the reactants needed to synthesize it. The reactants are: Br[CH2:2][C:3]([O:5][CH3:6])=[O:4].C([O:10][C:11](=[O:34])[C:12]1[CH:17]=[CH:16][CH:15]=[CH:14][C:13]=1[C:18]1[C:19]2[C:24]([O:25][C:26]3[C:31]=1[CH:30]=[CH:29][C:28](=[O:32])[CH:27]=3)=[CH:23][C:22]([OH:33])=[CH:21][CH:20]=2)C=C.C([O-])([O-])=O.[K+].[K+].C1([SiH3])C=CC=CC=1. (2) Given the product [CH:1]1([C:4]2[CH:5]=[C:6]([CH:7]=[O:8])[CH:9]=[C:10]([O:13][CH2:14][CH2:15][CH3:16])[C:11]=2[C:19]2[CH:20]=[CH:21][CH:22]=[CH:23][C:18]=2[F:17])[CH2:3][CH2:2]1, predict the reactants needed to synthesize it. The reactants are: [CH:1]1([C:4]2[CH:5]=[C:6]([CH:9]=[C:10]([O:13][CH2:14][CH2:15][CH3:16])[C:11]=2I)[CH:7]=[O:8])[CH2:3][CH2:2]1.[F:17][C:18]1[CH:23]=[CH:22][CH:21]=[CH:20][C:19]=1B(O)O.[F-].[Cs+].COCCOC. (3) Given the product [CH3:39][CH:11]1[CH:10]=[C:9]2[C@:22]([CH3:25])([CH2:23][CH2:24][C:7](=[O:6])[CH2:8]2)[C@@H:21]2[C@@H:12]1[C@H:13]1[C@@:17]([CH2:19][CH2:20]2)([CH3:18])[C@@H:16]([C:26]([NH:28][C:29]2[CH:34]=[CH:33][CH:32]=[CH:31][C:30]=2[C:35]([F:36])([F:37])[F:38])=[O:27])[CH2:15][CH2:14]1, predict the reactants needed to synthesize it. The reactants are: C[Mg]Br.N#N.[O:6]=[C:7]1[CH2:24][CH2:23][C@@:22]2([CH3:25])[C:9]([CH:10]=[CH:11][C@@H:12]3[C@@H:21]2[CH2:20][CH2:19][C@@:17]2([CH3:18])[C@H:13]3[CH2:14][CH2:15][C@@H:16]2[C:26]([NH:28][C:29]2[CH:34]=[CH:33][CH:32]=[CH:31][C:30]=2[C:35]([F:38])([F:37])[F:36])=[O:27])=[CH:8]1.[CH2:39]1COCC1. (4) Given the product [Cl:1][C:2]1[CH:7]=[CH:6][C:5]([C:8]2[C:9]([O:17][CH2:18][C:19]([F:21])([F:20])[F:22])=[N:10][CH:11]=[C:12]([CH:16]=2)[C:13]([NH:32][CH2:31][C:29]2[O:28][N:27]=[C:26]([O:25][CH3:24])[CH:30]=2)=[O:15])=[CH:4][C:3]=1[F:23], predict the reactants needed to synthesize it. The reactants are: [Cl:1][C:2]1[CH:7]=[CH:6][C:5]([C:8]2[C:9]([O:17][CH2:18][C:19]([F:22])([F:21])[F:20])=[N:10][CH:11]=[C:12]([CH:16]=2)[C:13]([OH:15])=O)=[CH:4][C:3]=1[F:23].[CH3:24][O:25][C:26]1[CH:30]=[C:29]([CH2:31][NH2:32])[O:28][N:27]=1.